Task: Predict the reactants needed to synthesize the given product.. Dataset: Full USPTO retrosynthesis dataset with 1.9M reactions from patents (1976-2016) (1) Given the product [F:1][C:2]1[CH:3]=[C:4]([CH:5]=[C:6]([CH3:8])[CH:7]=1)[O:29][C:26]1[CH:25]=[CH:24][C:23]([C@H:22]2[C:15]3=[N:14][S:13](=[O:30])(=[O:12])[CH2:18][CH2:17][N:16]3[CH2:19][CH2:20][CH2:21]2)=[CH:28][CH:27]=1, predict the reactants needed to synthesize it. The reactants are: [F:1][C:2]1[CH:3]=[C:4](B(O)O)[CH:5]=[C:6]([CH3:8])[CH:7]=1.[O:12]=[S:13]1(=[O:30])[CH2:18][CH2:17][N:16]2[CH2:19][CH2:20][CH2:21][C@@H:22]([C:23]3[CH:28]=[CH:27][C:26]([OH:29])=[CH:25][CH:24]=3)[C:15]2=[N:14]1.N1C=CC=CC=1.C(=O)([O-])[O-].[Cs+].[Cs+]. (2) Given the product [F:27][C:11]1[CH:10]=[C:9]([F:28])[C:8]([C:31]2[O:32][C:33]3[CH:39]=[C:38]([C:40]([F:43])([F:42])[F:41])[CH:37]=[CH:36][C:34]=3[N:35]=2)=[CH:13][C:12]=1[C@:14]1([CH3:26])[C:20]([F:22])([F:21])[C:19]([CH3:23])([CH3:24])[O:18][CH2:17][C:16](=[O:25])[NH:15]1, predict the reactants needed to synthesize it. The reactants are: CC1(C)COB([C:8]2[C:9]([F:28])=[CH:10][C:11]([F:27])=[C:12]([C@:14]3([CH3:26])[C:20]([F:22])([F:21])[C:19]([CH3:24])([CH3:23])[O:18][CH2:17][C:16](=[O:25])[NH:15]3)[CH:13]=2)OC1.Cl[C:31]1[O:32][C:33]2[CH:39]=[C:38]([C:40]([F:43])([F:42])[F:41])[CH:37]=[CH:36][C:34]=2[N:35]=1. (3) Given the product [CH2:12]([O:18][C:19]1[CH:27]=[CH:26][C:22]([C:23]([NH:1][C:2]2[CH:3]=[CH:4][C:5]([C:6]([O:8][CH3:9])=[O:7])=[CH:10][CH:11]=2)=[O:24])=[CH:21][CH:20]=1)[CH2:13][CH2:14][CH2:15][CH2:16][CH3:17], predict the reactants needed to synthesize it. The reactants are: [NH2:1][C:2]1[CH:11]=[CH:10][C:5]([C:6]([O:8][CH3:9])=[O:7])=[CH:4][CH:3]=1.[CH2:12]([O:18][C:19]1[CH:27]=[CH:26][C:22]([C:23](Cl)=[O:24])=[CH:21][CH:20]=1)[CH2:13][CH2:14][CH2:15][CH2:16][CH3:17]. (4) Given the product [O:6]([CH2:5][CH2:4][CH2:3][C:2]#[CH:1])[Si:12]([C:15]([CH3:18])([CH3:17])[CH3:16])([CH3:14])[CH3:13], predict the reactants needed to synthesize it. The reactants are: [CH:1]#[C:2][CH2:3][CH2:4][CH2:5][OH:6].N1C=CN=C1.[Si:12](Cl)([C:15]([CH3:18])([CH3:17])[CH3:16])([CH3:14])[CH3:13].O. (5) Given the product [CH:1]1([C:7]2[C:8]3[CH:9]=[CH:10][C:11]([C:39]([NH:41][CH2:60][C:62]([N:64]([CH3:69])[CH3:65])=[O:63])=[O:40])=[CH:12][C:13]=3[N:14]3[CH2:20][C:19]([C:21]([N:23]4[CH2:28][CH2:27][CH:26]([N:29]5[CH2:34][CH2:33][O:32][CH2:31][CH2:30]5)[CH2:25][CH2:24]4)=[O:22])=[CH:18][C:17]4[CH:35]=[CH:36][CH:37]=[CH:38][C:16]=4[C:15]=23)[CH2:2][CH2:3][CH2:4][CH2:5][CH2:6]1, predict the reactants needed to synthesize it. The reactants are: [CH:1]1([C:7]2[C:8]3[CH:9]=[CH:10][C:11]([C:39]([NH2:41])=[O:40])=[CH:12][C:13]=3[N:14]3[CH2:20][C:19]([C:21]([N:23]4[CH2:28][CH2:27][CH:26]([N:29]5[CH2:34][CH2:33][O:32][CH2:31][CH2:30]5)[CH2:25][CH2:24]4)=[O:22])=[CH:18][C:17]4[CH:35]=[CH:36][CH:37]=[CH:38][C:16]=4[C:15]=23)[CH2:6][CH2:5][CH2:4][CH2:3][CH2:2]1.C1(C2C3C=CC(C(O)=O)=CC=3N3C[C:60]([C:62]([N:64]4[CH2:69]CC(N5CCOCC5)C[CH2:65]4)=[O:63])=CC4C=CC=CC=4C=23)CCCCC1.C(N(CC)C(C)C)(C)C.Cl.Cl.NCCC1NC2C=CC=CC=2N=1.Cl.CN(C)CCCN=C=NCC.ON1C2C=CC=CC=2N=N1. (6) Given the product [F:18][C:17]([F:19])([F:20])[CH2:16][C:12]([NH:11][C:9](=[O:10])[O:8][CH2:1][C:2]1[CH:3]=[CH:4][CH:5]=[CH:6][CH:7]=1)([CH3:21])[CH2:13][OH:14], predict the reactants needed to synthesize it. The reactants are: [CH2:1]([O:8][C:9]([NH:11][C:12]([CH3:21])([CH2:16][C:17]([F:20])([F:19])[F:18])[C:13](O)=[O:14])=[O:10])[C:2]1[CH:7]=[CH:6][CH:5]=[CH:4][CH:3]=1.C(N(CC)CC)C.ClC(OCC)=O.[BH4-].[Na+]. (7) Given the product [F:1][C:2]1[CH:7]=[CH:6][C:5]([N:8]2[CH2:14][CH2:13][CH2:12][CH2:11][CH:10]([C:25]([O:27][CH2:28][C:29]3[CH:34]=[CH:33][CH:32]=[CH:31][CH:30]=3)=[O:26])[C:9]2=[O:15])=[CH:4][CH:3]=1, predict the reactants needed to synthesize it. The reactants are: [F:1][C:2]1[CH:7]=[CH:6][C:5]([N:8]2[CH2:14][CH2:13][CH2:12][CH2:11][CH2:10][C:9]2=[O:15])=[CH:4][CH:3]=1.[Li+].CC([N-]C(C)C)C.Cl[C:25]([O:27][CH2:28][C:29]1[CH:34]=[CH:33][CH:32]=[CH:31][CH:30]=1)=[O:26]. (8) Given the product [N:1]1[CH:6]=[CH:5][CH:4]=[CH:3][C:2]=1[NH:7][C:18]([C:9]1[CH:10]=[CH:11][C:12]2[C:17](=[CH:16][CH:15]=[CH:14][CH:13]=2)[N:8]=1)=[O:19], predict the reactants needed to synthesize it. The reactants are: [N:1]1[CH:6]=[CH:5][CH:4]=[CH:3][C:2]=1[NH2:7].[N:8]1[C:17]2[C:12](=[CH:13][CH:14]=[CH:15][CH:16]=2)[CH:11]=[CH:10][C:9]=1[C:18](O)=[O:19]. (9) Given the product [Br:1][C:2]1[N:7]=[CH:6][C:5]([C@@H:8]([NH:11][S:12]([C:14]([CH3:16])([CH3:15])[CH3:17])=[O:13])[CH2:9][CH2:10][CH3:20])=[CH:4][CH:3]=1, predict the reactants needed to synthesize it. The reactants are: [Br:1][C:2]1[N:7]=[CH:6][C:5]([C@@H:8]([NH:11][S:12]([C:14]([CH3:17])([CH3:16])[CH3:15])=[O:13])[CH2:9][CH3:10])=[CH:4][CH:3]=1.Cl.O1CCOC[CH2:20]1.